Dataset: Reaction yield outcomes from USPTO patents with 853,638 reactions. Task: Predict the reaction yield, written as a fraction of the theoretical maximum amount of product (1.0 means a 100% yield; for example, 0.34 means a 34% yield). (1) The reactants are [NH2:1][C:2]1[N:6]([C:7]2[CH:8]=[C:9]([CH:16]=[CH:17][C:18]=2[CH3:19])[C:10]([NH:12][CH:13]2[CH2:15][CH2:14]2)=[O:11])[N:5]=[CH:4][C:3]=1[C:20](=[O:28])[C:21]1[CH:26]=[CH:25][CH:24]=[C:23](I)[CH:22]=1.C([Sn](CCCC)(CCCC)[C:34]1[CH:39]=[N:38][CH:37]=[CH:36][N:35]=1)CCC. The catalyst is CN(C=O)C.[Pd].C1(P(C2C=CC=CC=2)C2C=CC=CC=2)C=CC=CC=1.C1(P(C2C=CC=CC=2)C2C=CC=CC=2)C=CC=CC=1.C1(P(C2C=CC=CC=2)C2C=CC=CC=2)C=CC=CC=1.C1(P(C2C=CC=CC=2)C2C=CC=CC=2)C=CC=CC=1. The product is [NH2:1][C:2]1[N:6]([C:7]2[CH:8]=[C:9]([CH:16]=[CH:17][C:18]=2[CH3:19])[C:10]([NH:12][CH:13]2[CH2:15][CH2:14]2)=[O:11])[N:5]=[CH:4][C:3]=1[C:20](=[O:28])[C:21]1[CH:26]=[CH:25][CH:24]=[C:23]([C:34]2[CH:39]=[N:38][CH:37]=[CH:36][N:35]=2)[CH:22]=1. The yield is 0.0500. (2) The reactants are [Cl:1][C:2]1[N:7]=[N:6][C:5]([N:8]2[CH2:12][CH2:11][C@@H:10]([OH:13])[CH2:9]2)=[CH:4][CH:3]=1.[Si:14](Cl)([C:17]([CH3:20])([CH3:19])[CH3:18])([CH3:16])[CH3:15]. The catalyst is CN(C=O)C. The product is [Si:14]([O:13][C@@H:10]1[CH2:11][CH2:12][N:8]([C:5]2[N:6]=[N:7][C:2]([Cl:1])=[CH:3][CH:4]=2)[CH2:9]1)([C:17]([CH3:20])([CH3:19])[CH3:18])([CH3:16])[CH3:15]. The yield is 0.850.